Dataset: Forward reaction prediction with 1.9M reactions from USPTO patents (1976-2016). Task: Predict the product of the given reaction. (1) Given the reactants [C:1]([O:5][C:6]([N:8]1[CH2:13][CH2:12][N:11]([C:14]2[CH:22]=[CH:21][CH:20]=[C:19]3[C:15]=2[CH:16]=[CH:17][NH:18]3)[CH2:10][CH2:9]1)=[O:7])([CH3:4])([CH3:3])[CH3:2].C1C(=O)N([Br:30])C(=O)C1, predict the reaction product. The product is: [C:1]([O:5][C:6]([N:8]1[CH2:13][CH2:12][N:11]([C:14]2[CH:22]=[CH:21][C:20]([Br:30])=[C:19]3[C:15]=2[CH:16]=[CH:17][NH:18]3)[CH2:10][CH2:9]1)=[O:7])([CH3:4])([CH3:2])[CH3:3]. (2) Given the reactants [Al+3].[Cl-].[Cl-].[Cl-].[F:5][C:6]1[CH:21]=[C:20]([N+:22]([O-:24])=[O:23])[CH:19]=[CH:18][C:7]=1[O:8][C:9]1[C:10]2[N:11]([CH:15]=[CH:16][CH:17]=2)[N:12]=[CH:13][CH:14]=1.[C:25](Cl)(=[O:27])[CH3:26].C(=O)(O)[O-].[Na+], predict the reaction product. The product is: [F:5][C:6]1[CH:21]=[C:20]([N+:22]([O-:24])=[O:23])[CH:19]=[CH:18][C:7]=1[O:8][C:9]1[C:10]2[N:11]([CH:15]=[CH:16][C:17]=2[C:25](=[O:27])[CH3:26])[N:12]=[CH:13][CH:14]=1. (3) Given the reactants Cl[C:2]1[C:3]([NH2:9])=[N:4][CH:5]=[N:6][C:7]=1Cl.[OH:10][CH:11]1[CH2:24][C:13]2([CH2:16][N:15]([C:17]([O:19]C(C)(C)C)=O)[CH2:14]2)[CH2:12]1.[N:25]1[CH:30]=[CH:29][C:28]([O:31][C:32]2[CH:37]=[CH:36][C:35](B(O)O)=[CH:34][CH:33]=2)=[CH:27][CH:26]=1.[C:41](O)(=O)[CH:42]=C, predict the reaction product. The product is: [NH2:9][C:3]1[N:4]=[CH:5][N:6]=[C:7]([O:10][CH:11]2[CH2:12][C:13]3([CH2:14][N:15]([C:17](=[O:19])[CH:41]=[CH2:42])[CH2:16]3)[CH2:24]2)[C:2]=1[C:35]1[CH:36]=[CH:37][C:32]([O:31][C:28]2[CH:29]=[CH:30][N:25]=[CH:26][CH:27]=2)=[CH:33][CH:34]=1. (4) Given the reactants [Br:1][C:2]1[CH:7]=[CH:6][CH:5]=[CH:4][C:3]=1[OH:8].[C:9]([N:16]1[CH2:21][CH2:20][CH2:19][CH:18](O)[CH2:17]1)([O:11][C:12]([CH3:15])([CH3:14])[CH3:13])=[O:10].C1(P(C2C=CC=CC=2)C2C=CC=CC=2)C=CC=CC=1.CC(OC(/N=N/C(OC(C)C)=O)=O)C, predict the reaction product. The product is: [C:12]([O:11][C:9]([N:16]1[CH2:21][CH2:20][CH2:19][CH:18]([O:8][C:3]2[CH:4]=[CH:5][CH:6]=[CH:7][C:2]=2[Br:1])[CH2:17]1)=[O:10])([CH3:15])([CH3:13])[CH3:14]. (5) Given the reactants [Cl:1][C:2]1[CH:3]=[CH:4][C:5]([NH:8][C:9](=[O:37])[C:10]2[CH:15]=[CH:14][CH:13]=[CH:12][C:11]=2[NH:16][C:17](=[O:36])[C:18]2[CH:23]=[CH:22][C:21]([N:24]3[CH2:28][CH2:27][CH2:26][CH2:25]3)=[CH:20][C:19]=2[O:29][CH:30]2[CH2:35][CH2:34][NH:33][CH2:32][CH2:31]2)=[N:6][CH:7]=1.N1C=CC=CC=1.[F:44][C:45]([F:56])([F:55])[C:46](O[C:46](=[O:47])[C:45]([F:56])([F:55])[F:44])=[O:47], predict the reaction product. The product is: [Cl:1][C:2]1[CH:3]=[CH:4][C:5]([NH:8][C:9](=[O:37])[C:10]2[CH:15]=[CH:14][CH:13]=[CH:12][C:11]=2[NH:16][C:17](=[O:36])[C:18]2[CH:23]=[CH:22][C:21]([N:24]3[CH2:25][CH2:26][CH2:27][CH2:28]3)=[CH:20][C:19]=2[O:29][CH:30]2[CH2:35][CH2:34][N:33]([C:46](=[O:47])[C:45]([F:56])([F:55])[F:44])[CH2:32][CH2:31]2)=[N:6][CH:7]=1. (6) The product is: [CH3:10][C:9]([CH3:12])([CH3:11])[C:8]#[C:7][C:5]1[S:4][C:3]([C:13]([O:15][CH3:16])=[O:14])=[C:2]([NH:31][CH:29]([CH3:30])[CH2:28][N:23]2[CH:27]=[CH:26][CH:25]=[N:24]2)[CH:6]=1. Given the reactants Br[C:2]1[CH:6]=[C:5]([C:7]#[C:8][C:9]([CH3:12])([CH3:11])[CH3:10])[S:4][C:3]=1[C:13]([O:15][CH3:16])=[O:14].C(=O)([O-])[O-].[Cs+].[Cs+].[N:23]1([CH2:28][CH:29]([NH2:31])[CH3:30])[CH:27]=[CH:26][CH:25]=[N:24]1.COC1C=CC=C(OC)C=1C1C=CC=CC=1P(C1CCCCC1)C1CCCCC1, predict the reaction product.